From a dataset of Forward reaction prediction with 1.9M reactions from USPTO patents (1976-2016). Predict the product of the given reaction. (1) Given the reactants Cl[C:2]1[N:7]=[C:6]([NH2:8])[C:5]([CH3:9])=[CH:4][N:3]=1.[NH2:10][C:11]1[CH:30]=[CH:29][C:14]([O:15][CH:16]2[CH2:21][CH2:20][N:19]([C:22]([O:24][C:25]([CH3:28])([CH3:27])[CH3:26])=[O:23])[CH2:18][CH2:17]2)=[CH:13][CH:12]=1, predict the reaction product. The product is: [NH2:8][C:6]1[C:5]([CH3:9])=[CH:4][N:3]=[C:2]([NH:10][C:11]2[CH:12]=[CH:13][C:14]([O:15][CH:16]3[CH2:21][CH2:20][N:19]([C:22]([O:24][C:25]([CH3:26])([CH3:27])[CH3:28])=[O:23])[CH2:18][CH2:17]3)=[CH:29][CH:30]=2)[N:7]=1. (2) Given the reactants [CH3:1][C:2]1[S:6][C:5]([NH2:7])=[N:4][N:3]=1.CC(C)([O-])C.[K+].F[C:15]1[CH:22]=[CH:21][C:18]([C:19]#[N:20])=[CH:17][CH:16]=1.Cl, predict the reaction product. The product is: [CH3:1][C:2]1[S:6][C:5]([NH:7][C:15]2[CH:22]=[CH:21][C:18]([C:19]#[N:20])=[CH:17][CH:16]=2)=[N:4][N:3]=1. (3) Given the reactants [Cl:1][C:2]1[CH:3]=[CH:4][C:5]([C:20]#[N:21])=[C:6]([C:8]2[CH:13]=[CH:12][N:11]([CH:14]([CH3:18])[C:15]([OH:17])=O)[C:10](=[O:19])[CH:9]=2)[CH:7]=1.[NH2:22][C:23]1[CH:32]=[CH:31][C:26]([C:27]([O:29][CH3:30])=[O:28])=[C:25]([CH3:33])[CH:24]=1, predict the reaction product. The product is: [Cl:1][C:2]1[CH:3]=[CH:4][C:5]([C:20]#[N:21])=[C:6]([C:8]2[CH:13]=[CH:12][N:11]([CH:14]([CH3:18])[C:15]([NH:22][C:23]3[CH:32]=[CH:31][C:26]([C:27]([O:29][CH3:30])=[O:28])=[C:25]([CH3:33])[CH:24]=3)=[O:17])[C:10](=[O:19])[CH:9]=2)[CH:7]=1. (4) Given the reactants [Cl:1][C:2]1[CH:7]=[CH:6][C:5]([C@@:8]2([O:19][CH3:20])[C@H:13]([OH:14])[C@@H:12]([OH:15])[C@H:11]([OH:16])[C@@H:10]([CH2:17][OH:18])[O:9]2)=[CH:4][C:3]=1[CH2:21][C:22]1[CH:27]=[CH:26][C:25]([O:28][CH2:29][CH3:30])=[C:24]([F:31])[C:23]=1[F:32].[Si:33](Cl)([C:36]([CH3:39])([CH3:38])[CH3:37])([CH3:35])[CH3:34].N1C=CN=C1, predict the reaction product. The product is: [Si:33]([O:18][CH2:17][C@H:10]1[O:9][C@:8]([C:5]2[CH:6]=[CH:7][C:2]([Cl:1])=[C:3]([CH2:21][C:22]3[CH:27]=[CH:26][C:25]([O:28][CH2:29][CH3:30])=[C:24]([F:31])[C:23]=3[F:32])[CH:4]=2)([O:19][CH3:20])[C@H:13]([OH:14])[C@@H:12]([OH:15])[C@@H:11]1[OH:16])([C:36]([CH3:39])([CH3:38])[CH3:37])([CH3:35])[CH3:34]. (5) Given the reactants [Cl:1][C:2]1[C:3]([O:11][CH:12]([C:17]([F:20])([F:19])[F:18])[C:13]([F:16])([F:15])[F:14])=[N:4][CH:5]=[C:6]([N+:8]([O-])=O)[CH:7]=1.[Cl-].[NH4+], predict the reaction product. The product is: [Cl:1][C:2]1[CH:7]=[C:6]([NH2:8])[CH:5]=[N:4][C:3]=1[O:11][CH:12]([C:13]([F:14])([F:15])[F:16])[C:17]([F:20])([F:19])[F:18]. (6) Given the reactants [NH:1]1[CH2:6][CH2:5][C:4]2([C:15]3[C:10](=[CH:11][CH:12]=[CH:13][CH:14]=3)[CH2:9][N:8]([C:16]([O:18][C:19]([CH3:22])([CH3:21])[CH3:20])=[O:17])[CH2:7]2)[CH2:3][CH2:2]1.O=[C:24]1[CH2:30][CH:29]2[N:31]([C:32]([O:34][CH2:35][C:36]3[CH:41]=[CH:40][CH:39]=[CH:38][CH:37]=3)=[O:33])[CH:26]([CH2:27][CH2:28]2)[CH2:25]1.[BH4-].[Na+].ClC(OCC)=O.Cl, predict the reaction product. The product is: [CH2:35]([O:34][C:32]([N:31]1[CH:29]2[CH2:28][CH2:27][CH:26]1[CH2:25][CH:24]([N:1]1[CH2:2][CH2:3][C:4]3([C:15]4[C:10](=[CH:11][CH:12]=[CH:13][CH:14]=4)[CH2:9][N:8]([C:16]([O:18][C:19]([CH3:22])([CH3:21])[CH3:20])=[O:17])[CH2:7]3)[CH2:5][CH2:6]1)[CH2:30]2)=[O:33])[C:36]1[CH:37]=[CH:38][CH:39]=[CH:40][CH:41]=1. (7) Given the reactants [Cl:1][C:2]1[CH:20]=[CH:19][C:5]([O:6][C:7]2[CH:8]=[CH:9][C:10]([CH2:13][C:14](OCC)=[O:15])=[N:11][CH:12]=2)=[CH:4][C:3]=1[C:21]([F:24])([F:23])[F:22].[BH4-].[Na+].O.C(Cl)Cl, predict the reaction product. The product is: [Cl:1][C:2]1[CH:20]=[CH:19][C:5]([O:6][C:7]2[CH:8]=[CH:9][C:10]([CH2:13][CH2:14][OH:15])=[N:11][CH:12]=2)=[CH:4][C:3]=1[C:21]([F:24])([F:22])[F:23]. (8) Given the reactants [CH3:1][C:2]1[C:6]([CH:7]([OH:36])[C:8]2[O:9][C:10]3[CH:16]=[CH:15][C:14]([CH2:17][C:18]([NH:20][CH:21]([C:28]4[CH:33]=[CH:32][C:31]([CH3:34])=[CH:30][C:29]=4[CH3:35])[C:22]4[CH:27]=[CH:26][CH:25]=[CH:24][CH:23]=4)=[O:19])=[CH:13][C:11]=3[CH:12]=2)=[C:5]([CH3:37])[O:4][N:3]=1.[C:38](O)([C:40](F)(F)F)=O.[SiH](CC)(CC)CC, predict the reaction product. The product is: [CH3:1][C:2]1[C:6]([CH:7]([O:36][CH2:38][CH3:40])[C:8]2[O:9][C:10]3[CH:16]=[CH:15][C:14]([CH2:17][C:18]([NH:20][CH:21]([C:28]4[CH:33]=[CH:32][C:31]([CH3:34])=[CH:30][C:29]=4[CH3:35])[C:22]4[CH:27]=[CH:26][CH:25]=[CH:24][CH:23]=4)=[O:19])=[CH:13][C:11]=3[CH:12]=2)=[C:5]([CH3:37])[O:4][N:3]=1. (9) Given the reactants [Cl:1][C:2]1[CH:7]=[CH:6][C:5]([C@@:8]23[O:15][C@@:12]([CH2:16][OH:17])([CH2:13][O:14]2)[C@@H:11]([OH:18])[C@H:10]([OH:19])[C@H:9]3[OH:20])=[CH:4][C:3]=1[CH2:21][C:22]1[CH:27]=[CH:26][C:25]([O:28][CH2:29][CH3:30])=[CH:24][CH:23]=1.[C:31](Cl)(=[O:33])[CH3:32].CO, predict the reaction product. The product is: [Cl:1][C:2]1[CH:7]=[CH:6][C:5]([C@@:8]23[O:15][C@@:12]([CH2:16][O:17][C:31](=[O:33])[CH3:32])([CH2:13][O:14]2)[C@@H:11]([OH:18])[C@H:10]([OH:19])[C@H:9]3[OH:20])=[CH:4][C:3]=1[CH2:21][C:22]1[CH:23]=[CH:24][C:25]([O:28][CH2:29][CH3:30])=[CH:26][CH:27]=1.